From a dataset of Peptide-MHC class II binding affinity with 134,281 pairs from IEDB. Regression. Given a peptide amino acid sequence and an MHC pseudo amino acid sequence, predict their binding affinity value. This is MHC class II binding data. (1) The peptide sequence is LHFSEALRIIAGTPE. The MHC is DRB5_0101 with pseudo-sequence DRB5_0101. The binding affinity (normalized) is 0.428. (2) The peptide sequence is PNTDGIHIGDSSKVT. The MHC is HLA-DQA10201-DQB10202 with pseudo-sequence HLA-DQA10201-DQB10202. The binding affinity (normalized) is 0.